Dataset: Forward reaction prediction with 1.9M reactions from USPTO patents (1976-2016). Task: Predict the product of the given reaction. (1) Given the reactants [C:1]([C:3]1[CH:4]=[N:5][C:6]2[C:11]([CH:12]=1)=[CH:10][CH:9]=[C:8]([N:13]1[CH2:18][CH2:17][N:16](C(OC(C)(C)C)=O)[CH2:15][C:14]1=[O:26])[CH:7]=2)#[N:2].C(O)(C(F)(F)F)=O, predict the reaction product. The product is: [O:26]=[C:14]1[CH2:15][NH:16][CH2:17][CH2:18][N:13]1[C:8]1[CH:7]=[C:6]2[C:11]([CH:12]=[C:3]([C:1]#[N:2])[CH:4]=[N:5]2)=[CH:10][CH:9]=1. (2) The product is: [Br:1][C:2]1[CH:3]=[C:4]([CH2:5][OH:6])[CH:8]=[C:9]([I:11])[CH:10]=1. Given the reactants [Br:1][C:2]1[CH:3]=[C:4]([CH:8]=[C:9]([I:11])[CH:10]=1)[C:5](O)=[O:6], predict the reaction product.